Dataset: Full USPTO retrosynthesis dataset with 1.9M reactions from patents (1976-2016). Task: Predict the reactants needed to synthesize the given product. Given the product [C:42]([O:41][C:40]([NH:39][C:35]([CH3:36])([CH3:34])[C:37]#[C:38][C:5]1[C:4]([C@H:16]2[CH2:20][CH2:19][CH2:18][N:17]2[C:21]2[CH:26]=[CH:25][N:24]3[N:27]=[CH:28][C:29]([C:30]([O:32][CH3:33])=[O:31])=[C:23]3[N:22]=2)=[CH:3][C:2]([F:1])=[CH:7][N:6]=1)=[O:46])([CH3:45])([CH3:44])[CH3:43], predict the reactants needed to synthesize it. The reactants are: [F:1][C:2]1[CH:3]=[C:4]([C@H:16]2[CH2:20][CH2:19][CH2:18][N:17]2[C:21]2[CH:26]=[CH:25][N:24]3[N:27]=[CH:28][C:29]([C:30]([O:32][CH3:33])=[O:31])=[C:23]3[N:22]=2)[C:5](OS(C(F)(F)F)(=O)=O)=[N:6][CH:7]=1.[CH3:34][C:35]([NH:39][C:40](=[O:46])[O:41][C:42]([CH3:45])([CH3:44])[CH3:43])([C:37]#[CH:38])[CH3:36].C(NC(C)C)(C)C.